Task: Predict the product of the given reaction.. Dataset: Forward reaction prediction with 1.9M reactions from USPTO patents (1976-2016) (1) The product is: [F:1][C:2]1[C:7]2[S:8][CH2:9][CH:10]([NH:11][C:12](=[S:13])[NH:14][CH2:15][CH2:16][O:17][C:24](=[O:26])[CH3:25])[C:6]=2[CH:5]=[CH:4][CH:3]=1. Given the reactants [F:1][C:2]1[C:7]2[S:8][CH2:9][CH:10]([NH:11][C:12]([NH:14][CH2:15][CH2:16][OH:17])=[S:13])[C:6]=2[CH:5]=[CH:4][CH:3]=1.N1C=CC=CC=1.[C:24](Cl)(=[O:26])[CH3:25], predict the reaction product. (2) Given the reactants [O:1]=[C:2]1[C:6](=[CH:7][C:8]2[CH:13]=[CH:12][C:11]([N:14]3[CH2:19][CH2:18][C:17](=O)[CH2:16][CH2:15]3)=[CH:10][CH:9]=2)[S:5][C:4]([N:21]2[CH2:26][CH2:25][CH2:24][CH2:23][CH2:22]2)=[N:3]1.[OH:27][C@@H:28]([CH2:41][NH2:42])[CH2:29][O:30][C:31]1[C:39]2[NH:38][C:37](=[O:40])[NH:36][C:35]=2[CH:34]=[CH:33][CH:32]=1, predict the reaction product. The product is: [OH:27][C@@H:28]([CH2:41][NH:42][CH:17]1[CH2:18][CH2:19][N:14]([C:11]2[CH:12]=[CH:13][C:8]([CH:7]=[C:6]3[S:5][C:4]([N:21]4[CH2:26][CH2:25][CH2:24][CH2:23][CH2:22]4)=[N:3][C:2]3=[O:1])=[CH:9][CH:10]=2)[CH2:15][CH2:16]1)[CH2:29][O:30][C:31]1[C:39]2[NH:38][C:37](=[O:40])[NH:36][C:35]=2[CH:34]=[CH:33][CH:32]=1.